This data is from Full USPTO retrosynthesis dataset with 1.9M reactions from patents (1976-2016). The task is: Predict the reactants needed to synthesize the given product. (1) Given the product [OH:19][CH:13]([CH2:14][CH2:15][CH2:16][CH2:17][CH3:18])[CH2:12][CH2:11][CH2:10][CH2:9][CH2:8][CH2:7][CH2:6][CH2:5][CH2:4][CH2:3][CH2:2][C:20]#[N:21], predict the reactants needed to synthesize it. The reactants are: Br[CH2:2][CH2:3][CH2:4][CH2:5][CH2:6][CH2:7][CH2:8][CH2:9][CH2:10][CH2:11][CH2:12][CH:13]([OH:19])[CH2:14][CH2:15][CH2:16][CH2:17][CH3:18].[C-:20]#[N:21].[Na+]. (2) Given the product [NH2:1][C:2]1[N:7]=[CH:6][N:5]=[C:4]2[N:8]([CH:20]3[C:21]4[C:28](=[N:29][CH:24]=[CH:36][CH:37]=4)[CH2:27][CH2:26]3)[N:9]=[C:10]([C:11]3[CH:12]=[C:13]([F:19])[C:14]([F:18])=[C:15]([OH:17])[CH:16]=3)[C:3]=12, predict the reactants needed to synthesize it. The reactants are: [NH2:1][C:2]1[N:7]=[CH:6][N:5]=[C:4]2[N:8]([CH2:20][CH2:21]N)[N:9]=[C:10]([C:11]3[CH:12]=[C:13]([F:19])[C:14]([F:18])=[C:15]([OH:17])[CH:16]=3)[C:3]=12.Cl[C:24]1[N:29]=[CH:28][CH:27]=[CH:26]N=1.C(=O)(O)[O-].[Na+].O.[CH2:36](O)[CH3:37]. (3) Given the product [Br:14][C@@:18]1([N:26]2[CH:34]=[CH:32][C:30](=[O:31])[NH:29][C:27]2=[O:28])[O:25][C@H:22]([CH2:23][OH:24])[C@@H:20]([OH:21])[CH2:19]1, predict the reactants needed to synthesize it. The reactants are: C1[C@H](N2C(=O)NC(=O)C([Br:14])=C2)O[C@H](CO)[C@H]1O.[C@@H:18]1([N:26]2[CH:34]=[C:32](C)[C:30](=[O:31])[NH:29][C:27]2=[O:28])[O:25][C@H:22]([CH2:23][OH:24])[C@@H:20]([OH:21])[CH2:19]1.Cl.CCC(COC(C(N(CC[NH+](C)C)C)=O)(C1C=CC=CC=1)C1C=CC=CC=1)CC.[Cl-].[BH4-].[Na+].C1C(C2NC3C=C(C(N)=N)C=CC=3C=2)=CC=C(C(N)=N)C=1. (4) Given the product [F:5][C:6]1[C:11]([NH:12][NH2:1])=[CH:10][CH:9]=[CH:8][N:7]=1, predict the reactants needed to synthesize it. The reactants are: [N:1]([O-])=O.[Na+].[F:5][C:6]1[C:11]([NH2:12])=[CH:10][CH:9]=[CH:8][N:7]=1.[Sn](Cl)Cl.